This data is from Forward reaction prediction with 1.9M reactions from USPTO patents (1976-2016). The task is: Predict the product of the given reaction. (1) Given the reactants [Br:1][C:2]1[CH:15]=[CH:14][C:5]([C:6]([NH:8][CH2:9][C:10]([F:13])([F:12])[F:11])=[O:7])=[C:4]([CH2:16]O)[CH:3]=1.C([Mg]Cl)(C)C.CN(C)P(Cl)(N(C)C)=O, predict the reaction product. The product is: [Br:1][C:2]1[CH:3]=[C:4]2[C:5](=[CH:14][CH:15]=1)[C:6](=[O:7])[N:8]([CH2:9][C:10]([F:13])([F:12])[F:11])[CH2:16]2. (2) The product is: [C:7]1([C:2]2[N:6]=[C:5]([OH:15])[S:4][CH:3]=2)[CH:12]=[CH:11][CH:10]=[CH:9][CH:8]=1. Given the reactants O=[C:2]([C:7]1[CH:12]=[CH:11][CH:10]=[CH:9][CH:8]=1)[CH2:3][S:4][C:5]#[N:6].O.S(=O)(=O)(O)[OH:15], predict the reaction product. (3) Given the reactants [CH:1]([C:3]1[CH:4]=[C:5]([CH:15]=[CH:16][CH:17]=1)[O:6][CH2:7][C:8]([O:10][C:11]([CH3:14])([CH3:13])[CH3:12])=[O:9])=O.[NH2:18][CH2:19][C:20]([O:22][C:23]([CH3:26])([CH3:25])[CH3:24])=[O:21].C(O[BH-](OC(=O)C)OC(=O)C)(=O)C.[Na+].C(=O)([O-])O.[Na+], predict the reaction product. The product is: [C:11]([O:10][C:8](=[O:9])[CH2:7][O:6][C:5]1[CH:4]=[C:3]([CH:17]=[CH:16][CH:15]=1)[CH2:1][NH:18][CH2:19][C:20]([O:22][C:23]([CH3:26])([CH3:25])[CH3:24])=[O:21])([CH3:14])([CH3:13])[CH3:12]. (4) Given the reactants [H-].[Na+].[NH2:3][C:4]1[CH:9]=[CH:8][C:7]([SH:10])=[CH:6][CH:5]=1.[Cl:11][C:12]1[N:17]=[C:16](Cl)[CH:15]=[CH:14][N:13]=1, predict the reaction product. The product is: [Cl:11][C:12]1[N:17]=[C:16]([S:10][C:7]2[CH:8]=[CH:9][C:4]([NH2:3])=[CH:5][CH:6]=2)[CH:15]=[CH:14][N:13]=1. (5) Given the reactants [NH2:1][C:2]1[CH:10]=[CH:9][CH:8]=[C:7]2[C:3]=1[CH2:4][N:5]([C:12]1[CH:20]=[C:19]3[C:15]([CH:16]=[CH:17][N:18]3[CH3:21])=[CH:14][CH:13]=1)[C:6]2=[O:11].C(N(CC)CC)C.[C:29](Cl)(=[O:31])[CH3:30], predict the reaction product. The product is: [CH3:21][N:18]1[C:19]2[C:15](=[CH:14][CH:13]=[C:12]([N:5]3[CH2:4][C:3]4[C:7](=[CH:8][CH:9]=[CH:10][C:2]=4[NH:1][C:29](=[O:31])[CH3:30])[C:6]3=[O:11])[CH:20]=2)[CH:16]=[CH:17]1. (6) Given the reactants [N+](C1C=CC(COC(C2N3[C@H](SC=2)C(C(OC(=O)C)[C:21]2[N:22]=[C:23]4[CH2:28][N:27]([CH3:29])[C:26](=[O:30])[CH2:25][N:24]4[CH:31]=2)(Br)C3=O)=O)=CC=1)([O-])=O.P([O-])([O-])([O-])=O.[C:44](OCC)(=[O:46])C, predict the reaction product. The product is: [CH3:29][N:27]1[C:26](=[O:30])[CH2:25][N:24]2[C:31]([CH:44]=[O:46])=[CH:21][N:22]=[C:23]2[CH2:28]1.